Dataset: Peptide-MHC class I binding affinity with 185,985 pairs from IEDB/IMGT. Task: Regression. Given a peptide amino acid sequence and an MHC pseudo amino acid sequence, predict their binding affinity value. This is MHC class I binding data. The peptide sequence is AEQLMSLAA. The MHC is HLA-B45:01 with pseudo-sequence HLA-B45:01. The binding affinity (normalized) is 0.951.